Dataset: Reaction yield outcomes from USPTO patents with 853,638 reactions. Task: Predict the reaction yield, written as a fraction of the theoretical maximum amount of product (1.0 means a 100% yield; for example, 0.34 means a 34% yield). The reactants are [Br:1][C:2]1[CH:7]=[CH:6][C:5]([O:8][C:9]2[CH:14]=[CH:13][CH:12]=[CH:11][CH:10]=2)=[C:4]([N+:15]([O-])=O)[CH:3]=1.Cl[Sn]Cl. No catalyst specified. The product is [Br:1][C:2]1[CH:7]=[CH:6][C:5]([O:8][C:9]2[CH:14]=[CH:13][CH:12]=[CH:11][CH:10]=2)=[C:4]([NH2:15])[CH:3]=1. The yield is 1.00.